Dataset: Catalyst prediction with 721,799 reactions and 888 catalyst types from USPTO. Task: Predict which catalyst facilitates the given reaction. (1) Reactant: [Cl:1][C:2]1[CH:3]=[N:4][C:5]([NH:11][C:12]2[CH:13]=[N:14][CH:15]=[CH:16][CH:17]=2)=[C:6]([CH:10]=1)[C:7]([OH:9])=O.[CH3:18][C:19]([NH2:23])([C:21]#[CH:22])[CH3:20].C1C=CC2N(O)N=NC=2C=1.CCN=C=NCCCN(C)C.CCN(C(C)C)C(C)C. Product: [Cl:1][C:2]1[CH:3]=[N:4][C:5]([NH:11][C:12]2[CH:13]=[N:14][CH:15]=[CH:16][CH:17]=2)=[C:6]([CH:10]=1)[C:7]([NH:23][C:19]([CH3:20])([C:21]#[CH:22])[CH3:18])=[O:9]. The catalyst class is: 2. (2) Reactant: [CH:1]1([NH:4][C:5]([NH:7][NH:8][C:9](=O)[C:10]2[CH:15]=[CH:14][CH:13]=[CH:12][C:11]=2[O:16][CH3:17])=[O:6])[CH2:3][CH2:2]1.Cl. Product: [CH:1]1([N:4]2[C:9]([C:10]3[CH:15]=[CH:14][CH:13]=[CH:12][C:11]=3[O:16][CH3:17])=[N:8][NH:7][C:5]2=[O:6])[CH2:3][CH2:2]1. The catalyst class is: 74.